From a dataset of Reaction yield outcomes from USPTO patents with 853,638 reactions. Predict the reaction yield, written as a fraction of the theoretical maximum amount of product (1.0 means a 100% yield; for example, 0.34 means a 34% yield). (1) The reactants are [OH:1][CH:2]([C:4]1[CH:5]=[C:6]([C:15]([O:17][CH2:18][CH3:19])=[O:16])[CH:7]=[C:8]([CH:14]=1)[C:9]([O:11][CH2:12][CH3:13])=[O:10])[CH3:3]. The catalyst is O=[Mn]=O. The product is [C:2]([C:4]1[CH:14]=[C:8]([C:9]([O:11][CH2:12][CH3:13])=[O:10])[CH:7]=[C:6]([CH:5]=1)[C:15]([O:17][CH2:18][CH3:19])=[O:16])(=[O:1])[CH3:3]. The yield is 0.900. (2) The reactants are C[O:2][C:3]([C:5]1[S:9][C:8]([N:10]2[C:14]3[CH:15]=[C:16]([O:21][CH3:22])[C:17]([O:19][CH3:20])=[CH:18][C:13]=3[N:12]=[CH:11]2)=[N:7][C:6]=1Br)=[O:4].[CH3:24][N:25]([CH3:37])[C:26]([C:28]1[CH:29]=[C:30](B(O)O)[CH:31]=[CH:32][CH:33]=1)=[O:27]. No catalyst specified. The product is [CH3:20][O:19][C:17]1[C:16]([O:21][CH3:22])=[CH:15][C:14]2[N:10]([C:8]3[S:9][C:5]([C:3]([OH:2])=[O:4])=[C:6]([C:30]4[CH:31]=[CH:32][CH:33]=[C:28]([C:26](=[O:27])[N:25]([CH3:24])[CH3:37])[CH:29]=4)[N:7]=3)[CH:11]=[N:12][C:13]=2[CH:18]=1. The yield is 0.0400.